The task is: Predict the reaction yield, written as a fraction of the theoretical maximum amount of product (1.0 means a 100% yield; for example, 0.34 means a 34% yield).. This data is from Reaction yield outcomes from USPTO patents with 853,638 reactions. The reactants are [H-].[Na+].[C:3]([O:7][CH2:8][CH3:9])(=[O:6])[CH2:4][OH:5].Cl[C:11]1[C:16]([C:17]#[N:18])=[CH:15][N:14]=[CH:13][CH:12]=1. The catalyst is CN(C=O)C. The product is [NH2:18][C:17]1[C:16]2[CH:15]=[N:14][CH:13]=[CH:12][C:11]=2[O:5][C:4]=1[C:3]([O:7][CH2:8][CH3:9])=[O:6]. The yield is 0.610.